From a dataset of Peptide-MHC class I binding affinity with 185,985 pairs from IEDB/IMGT. Regression. Given a peptide amino acid sequence and an MHC pseudo amino acid sequence, predict their binding affinity value. This is MHC class I binding data. (1) The peptide sequence is DSPHYVPIL. The MHC is Mamu-A11 with pseudo-sequence Mamu-A11. The binding affinity (normalized) is 0. (2) The peptide sequence is AMGKPVPYCY. The MHC is HLA-A01:01 with pseudo-sequence HLA-A01:01. The binding affinity (normalized) is 0.298. (3) The peptide sequence is FDAAASGGL. The MHC is HLA-B18:01 with pseudo-sequence HLA-B18:01. The binding affinity (normalized) is 0. (4) The peptide sequence is SKGETVNPL. The MHC is HLA-B15:01 with pseudo-sequence HLA-B15:01. The binding affinity (normalized) is 0.0847. (5) The peptide sequence is KIDYYIPYV. The MHC is HLA-A68:02 with pseudo-sequence HLA-A68:02. The binding affinity (normalized) is 0.0502. (6) The peptide sequence is RPEFVKLTM. The MHC is HLA-B14:02 with pseudo-sequence HLA-B14:02. The binding affinity (normalized) is 0.213. (7) The MHC is HLA-A03:01 with pseudo-sequence HLA-A03:01. The peptide sequence is DTEDIVSDSK. The binding affinity (normalized) is 0.173.